This data is from Retrosynthesis with 50K atom-mapped reactions and 10 reaction types from USPTO. The task is: Predict the reactants needed to synthesize the given product. (1) Given the product O=Cc1cc([N+](=O)[O-])ccc1Sc1ccc(O)cc1, predict the reactants needed to synthesize it. The reactants are: O=Cc1cc([N+](=O)[O-])ccc1F.Oc1ccc(S)cc1. (2) Given the product CCOC(=O)CCc1cc(OCc2nnc(C)o2)nn1Cc1ccc(Cl)cc1Cl, predict the reactants needed to synthesize it. The reactants are: CCOC(=O)CCc1cc(OCC(=O)NNC(C)=O)nn1Cc1ccc(Cl)cc1Cl. (3) Given the product Cc1cn(-c2ccc(Nc3nc4c(s3)CCCC4c3ccc(OC(F)(F)F)cc3)cc2F)cn1, predict the reactants needed to synthesize it. The reactants are: Cc1cn(-c2ccc(NC(N)=S)cc2F)cn1.O=C1C(Br)CCCC1c1ccc(OC(F)(F)F)cc1. (4) Given the product CCOC(=O)c1cc([Si](C)(C)C)nn1CC(=O)c1cccnc1, predict the reactants needed to synthesize it. The reactants are: CCOC(=O)c1cc([Si](C)(C)C)n[nH]1.O=C(CBr)c1cccnc1. (5) Given the product CN1CCC(c2c[nH]c3ccc(NC(=O)c4c(F)c(F)c(F)c(F)c4F)nc23)CC1, predict the reactants needed to synthesize it. The reactants are: CN1CCC(c2c[nH]c3ccc(N)nc23)CC1.O=C(Cl)c1c(F)c(F)c(F)c(F)c1F. (6) Given the product Cc1cc(-c2ncn(Cc3ccc(F)cc3)n2)sc1C(=O)NCc1ccccc1, predict the reactants needed to synthesize it. The reactants are: Cc1cc(-c2nc[nH]n2)sc1C(=O)NCc1ccccc1.Fc1ccc(CBr)cc1. (7) The reactants are: COC(=O)/C=C/c1cccc(NC(=O)c2cccn2C)c1. Given the product Cn1cccc1C(=O)Nc1cccc(/C=C/C(=O)O)c1, predict the reactants needed to synthesize it.